Dataset: Full USPTO retrosynthesis dataset with 1.9M reactions from patents (1976-2016). Task: Predict the reactants needed to synthesize the given product. (1) Given the product [O:20]1[CH2:24][CH2:23][O:22][CH:21]1[CH2:25][CH2:26][NH:27][S:16]([C:14]1[S:15][C:11]([C:5]2[CH:4]=[C:3]([CH2:1][CH3:2])[C:8](=[O:9])[NH:7][C:6]=2[CH3:10])=[CH:12][CH:13]=1)(=[O:18])=[O:17], predict the reactants needed to synthesize it. The reactants are: [CH2:1]([C:3]1[C:8](=[O:9])[NH:7][C:6]([CH3:10])=[C:5]([C:11]2[S:15][C:14]([S:16](Cl)(=[O:18])=[O:17])=[CH:13][CH:12]=2)[CH:4]=1)[CH3:2].[O:20]1[CH2:24][CH2:23][O:22][CH:21]1[CH2:25][CH2:26][NH2:27]. (2) Given the product [CH3:8][C:6]1([CH3:7])[C:2]([CH3:16])([CH3:1])[O:3][B:4]([C:9]2[CH:15]=[CH:14][C:12]([NH:13][C:24](=[O:29])[CH2:25][CH2:26][CH2:27][CH3:28])=[CH:11][CH:10]=2)[O:5]1, predict the reactants needed to synthesize it. The reactants are: [CH3:1][C:2]1([CH3:16])[C:6]([CH3:8])([CH3:7])[O:5][B:4]([C:9]2[CH:15]=[CH:14][C:12]([NH2:13])=[CH:11][CH:10]=2)[O:3]1.CCN(CC)CC.[C:24](Cl)(=[O:29])[CH2:25][CH2:26][CH2:27][CH3:28]. (3) Given the product [Cl:45][CH2:36][C:34]1[S:33][C:22]2[N:23]([CH2:25][CH:26]3[CH2:30][O:29][C:28]([CH3:32])([CH3:31])[O:27]3)[CH:24]=[C:19]([C:17]([NH:16][CH2:15][C:14]3[CH:39]=[CH:40][C:11]([Cl:10])=[CH:12][CH:13]=3)=[O:18])[C:20](=[O:38])[C:21]=2[CH:35]=1, predict the reactants needed to synthesize it. The reactants are: N1C(C)=CC(C)=CC=1C.[Cl:10][C:11]1[CH:40]=[CH:39][C:14]([CH2:15][NH:16][C:17]([C:19]2[C:20](=[O:38])[C:21]3[CH:35]=[C:34]([CH2:36]O)[S:33][C:22]=3[N:23]([CH2:25][CH:26]3[CH2:30][O:29][C:28]([CH3:32])([CH3:31])[O:27]3)[CH:24]=2)=[O:18])=[CH:13][CH:12]=1.CS([Cl:45])(=O)=O. (4) Given the product [Cl:1][C:2]1[S:6][C:5]([NH:7][S:8]([C:11]2[CH:20]=[CH:19][C:14]([C:15]([O:17][CH3:18])=[O:16])=[C:13]([F:21])[CH:12]=2)(=[O:10])=[O:9])=[N:4][CH:3]=1, predict the reactants needed to synthesize it. The reactants are: [Cl:1][C:2]1[S:6][C:5]([N:7](CC2C=CC(OC)=CC=2OC)[S:8]([C:11]2[CH:20]=[CH:19][C:14]([C:15]([O:17][CH3:18])=[O:16])=[C:13]([F:21])[CH:12]=2)(=[O:10])=[O:9])=[N:4][CH:3]=1.Cl. (5) Given the product [CH3:30][C:13]1([S:15]([C:18]2[CH:23]=[CH:22][CH:21]=[C:20]([C:24]([F:25])([F:26])[F:27])[CH:19]=2)(=[O:16])=[O:17])[CH2:12][CH2:11][O:10][CH:9]([C:7]2[CH:6]=[N:5][CH:4]=[C:3]([C:2]([F:1])([F:28])[F:29])[CH:8]=2)[CH2:14]1, predict the reactants needed to synthesize it. The reactants are: [F:1][C:2]([F:29])([F:28])[C:3]1[CH:4]=[N:5][CH:6]=[C:7]([CH:9]2[CH2:14][CH:13]([S:15]([C:18]3[CH:23]=[CH:22][CH:21]=[C:20]([C:24]([F:27])([F:26])[F:25])[CH:19]=3)(=[O:17])=[O:16])[CH2:12][CH2:11][O:10]2)[CH:8]=1.[CH3:30]C([O-])(C)C.[K+].C1OCCOCCOCCOCCOCCOC1. (6) Given the product [C:20](=[O:21])([O:24][CH:25]([CH3:27])[CH3:26])[O:28][CH2:12][O:11][P:1]([O:3][CH2:4][C:5]1[CH:6]=[CH:7][CH:8]=[CH:9][CH:10]=1)([OH:19])=[O:2], predict the reactants needed to synthesize it. The reactants are: [P:1]([O-:19])([O:11][CH2:12]C1C=CC=CC=1)([O:3][CH2:4][C:5]1[CH:10]=[CH:9][CH:8]=[CH:7][CH:6]=1)=[O:2].[C:20](=[O:28])([O:24][CH:25]([CH3:27])[CH3:26])[O:21]CI.C(=O)([O-])[O-].[Cs+].[Cs+]. (7) Given the product [C:7]([C@@H:3]1[CH2:4][CH2:5][CH2:6][N:2]1[C:16](=[O:17])[C@@H:15]([NH:14][C:12](=[O:13])[O:11][CH3:10])[CH:19]([CH3:21])[CH3:20])(=[O:8])[NH2:9], predict the reactants needed to synthesize it. The reactants are: Cl.[NH:2]1[CH2:6][CH2:5][CH2:4][C@H:3]1[C:7]([NH2:9])=[O:8].[CH3:10][O:11][C:12]([NH:14][C@@H:15]([CH:19]([CH3:21])[CH3:20])[C:16](O)=[O:17])=[O:13].O.N1(O)C2C=CC=CC=2N=N1.Cl.C(N=C=NCCCN(C)C)C.CN1CCOCC1. (8) Given the product [F:20][C:4]1[C:5]([NH:12][C:13]2[CH:18]=[CH:17][CH:16]=[CH:15][C:14]=2[F:19])=[C:6]([CH:11]=[C:2]([S:32][CH2:31][C:28]2[CH:29]=[CH:30][C:25]([O:24][CH3:23])=[CH:26][CH:27]=2)[C:3]=1[F:21])[C:7]([O:9][CH3:10])=[O:8], predict the reactants needed to synthesize it. The reactants are: Br[C:2]1[C:3]([F:21])=[C:4]([F:20])[C:5]([NH:12][C:13]2[CH:18]=[CH:17][CH:16]=[CH:15][C:14]=2[F:19])=[C:6]([CH:11]=1)[C:7]([O:9][CH3:10])=[O:8].P.[CH3:23][O:24][C:25]1[CH:30]=[CH:29][C:28]([CH2:31][SH:32])=[CH:27][CH:26]=1. (9) Given the product [Cl-:31].[CH3:8][C:6]1[CH:5]=[C:4]([CH:3]=[C:2]([CH3:1])[CH:7]=1)[NH:9][C:10]1[C:11]([NH2+:16][C:17]2[CH:18]=[CH:19][C:20]([C:23]3[C:28]([CH3:29])=[CH:27][CH:26]=[CH:25][C:24]=3[CH3:30])=[CH:21][CH:22]=2)=[N:12][CH:13]=[CH:14][N:15]=1, predict the reactants needed to synthesize it. The reactants are: [CH3:1][C:2]1[CH:3]=[C:4]([NH:9][C:10]2[C:11]([NH:16][C:17]3[CH:22]=[CH:21][C:20]([C:23]4[C:28]([CH3:29])=[CH:27][CH:26]=[CH:25][C:24]=4[CH3:30])=[CH:19][CH:18]=3)=[N:12][CH:13]=[CH:14][N:15]=2)[CH:5]=[C:6]([CH3:8])[CH:7]=1.[ClH:31].